This data is from Reaction yield outcomes from USPTO patents with 853,638 reactions. The task is: Predict the reaction yield, written as a fraction of the theoretical maximum amount of product (1.0 means a 100% yield; for example, 0.34 means a 34% yield). (1) The reactants are [O:1]1[C:5]2[CH:6]=[C:7]([OH:10])[CH:8]=[CH:9][C:4]=2[CH:3]=[CH:2]1.N1C=CC=CC=1.[O:17](S(C(F)(F)F)(=O)=O)[S:18]([C:21]([F:24])([F:23])[F:22])(=O)=[O:19]. The catalyst is ClCCl.O. The product is [F:22][C:21]([F:24])([F:23])[S:18]([O:10][C:7]1[CH:8]=[CH:9][C:4]2[CH:3]=[CH:2][O:1][C:5]=2[CH:6]=1)(=[O:19])=[O:17]. The yield is 0.880. (2) The reactants are [CH2:1]([O:8][C:9]([N:11]1[CH2:16][CH2:15][CH:14]([C:17](=[O:21])[CH:18]=[N+]=[N-])[CH2:13][CH2:12]1)=[O:10])[C:2]1[CH:7]=[CH:6][CH:5]=[CH:4][CH:3]=1.[BrH:22].CC(O)=O.C([O-])(O)=O.[Na+]. The catalyst is CCOC(C)=O. The product is [CH2:1]([O:8][C:9]([N:11]1[CH2:16][CH2:15][CH:14]([C:17](=[O:21])[CH2:18][Br:22])[CH2:13][CH2:12]1)=[O:10])[C:2]1[CH:7]=[CH:6][CH:5]=[CH:4][CH:3]=1. The yield is 0.810. (3) The reactants are [CH2:1]([O:3][C:4](=[O:21])[CH2:5][CH:6]([N:8]1[CH2:13][CH2:12][N:11](C(OC(C)(C)C)=O)[CH2:10][CH2:9]1)[CH3:7])[CH3:2].C(O)(C(F)(F)F)=O. The catalyst is C(Cl)Cl. The product is [N:8]1([CH:6]([CH3:7])[CH2:5][C:4]([O:3][CH2:1][CH3:2])=[O:21])[CH2:13][CH2:12][NH:11][CH2:10][CH2:9]1. The yield is 0.600. (4) The reactants are [C:1]([O:5][C:6]([N:8]1[CH2:13][CH2:12][C:11]2[N:14]([CH2:25][CH:26]3[CH2:28][O:27]3)[N:15]=[C:16]([C:17]3[CH:22]=[CH:21][C:20]([Cl:23])=[C:19]([CH3:24])[CH:18]=3)[C:10]=2[CH2:9]1)=[O:7])([CH3:4])([CH3:3])[CH3:2].[C:29]([C:31]1[CH:36]=[CH:35][CH:34]=[CH:33][C:32]=1[N:37]1[CH2:42][CH2:41][NH:40][CH2:39][CH2:38]1)#[N:30]. The catalyst is CCO.C(N(CC)CC)C. The product is [C:1]([O:5][C:6]([N:8]1[CH2:13][CH2:12][C:11]2[N:14]([CH2:25][CH:26]([OH:27])[CH2:28][N:40]3[CH2:39][CH2:38][N:37]([C:32]4[CH:33]=[CH:34][CH:35]=[CH:36][C:31]=4[C:29]#[N:30])[CH2:42][CH2:41]3)[N:15]=[C:16]([C:17]3[CH:22]=[CH:21][C:20]([Cl:23])=[C:19]([CH3:24])[CH:18]=3)[C:10]=2[CH2:9]1)=[O:7])([CH3:2])([CH3:3])[CH3:4]. The yield is 0.830. (5) The reactants are [CH2:1]([O:13][C:14]1[CH:15]=[C:16]([CH:33]2[S:38][CH2:37][CH2:36][CH2:35][S:34]2)[CH:17]=[CH:18][C:19]=1[O:20][CH2:21][CH2:22][CH2:23][CH2:24][CH2:25][CH2:26][CH2:27][CH2:28][CH2:29][CH2:30][CH2:31][CH3:32])[CH2:2][CH2:3][CH2:4][CH2:5][CH2:6][CH2:7][CH2:8][CH2:9][CH2:10][CH2:11][CH3:12].[Li]CCCC.[I:44][C:45]1[CH:52]=[CH:51][C:48]([CH:49]=[O:50])=[CH:47][CH:46]=1. The catalyst is C1COCC1. The product is [CH2:1]([O:13][C:14]1[CH:15]=[C:16]([C:33]2([CH:49]([C:48]3[CH:51]=[CH:52][C:45]([I:44])=[CH:46][CH:47]=3)[OH:50])[S:34][CH2:35][CH2:36][CH2:37][S:38]2)[CH:17]=[CH:18][C:19]=1[O:20][CH2:21][CH2:22][CH2:23][CH2:24][CH2:25][CH2:26][CH2:27][CH2:28][CH2:29][CH2:30][CH2:31][CH3:32])[CH2:2][CH2:3][CH2:4][CH2:5][CH2:6][CH2:7][CH2:8][CH2:9][CH2:10][CH2:11][CH3:12]. The yield is 0.650. (6) The reactants are Cl[C:2]1[CH:7]=[C:6]([Cl:8])[C:5]([CH:9]2[CH2:11][CH2:10]2)=[CH:4][N:3]=1.[C:12]([Zn]C#N)#[N:13]. The catalyst is CN(C=O)C.C1C=CC(P(C2C=CC=CC=2)[C-]2C=CC=C2)=CC=1.C1C=CC(P(C2C=CC=CC=2)[C-]2C=CC=C2)=CC=1.[Fe+2].C1C=CC(/C=C/C(/C=C/C2C=CC=CC=2)=O)=CC=1.C1C=CC(/C=C/C(/C=C/C2C=CC=CC=2)=O)=CC=1.C1C=CC(/C=C/C(/C=C/C2C=CC=CC=2)=O)=CC=1.[Pd].[Pd]. The product is [Cl:8][C:6]1[C:5]([CH:9]2[CH2:11][CH2:10]2)=[CH:4][N:3]=[C:2]([C:12]#[N:13])[CH:7]=1. The yield is 0.500. (7) The reactants are [Cl-].O[NH3+:3].[C:4](=[O:7])([O-])[OH:5].[Na+].CS(C)=O.[CH2:13]([C:15]1[N:16]=[C:17]([CH2:46][CH2:47][CH3:48])[N:18]([CH2:31][C:32]2[CH:37]=[CH:36][C:35]([C:38]3[C:39]([C:44]#[N:45])=[CH:40][CH:41]=[CH:42][CH:43]=3)=[CH:34][CH:33]=2)[C:19](=[O:30])[C:20]=1[O:21][C:22]1[CH:27]=[CH:26][CH:25]=[C:24]([O:28][CH3:29])[CH:23]=1)[CH3:14]. The catalyst is C(OCC)(=O)C. The product is [CH2:13]([C:15]1[N:16]=[C:17]([CH2:46][CH2:47][CH3:48])[N:18]([CH2:31][C:32]2[CH:37]=[CH:36][C:35]([C:38]3[CH:43]=[CH:42][CH:41]=[CH:40][C:39]=3[C:44]3[NH:3][C:4](=[O:7])[O:5][N:45]=3)=[CH:34][CH:33]=2)[C:19](=[O:30])[C:20]=1[O:21][C:22]1[CH:27]=[CH:26][CH:25]=[C:24]([O:28][CH3:29])[CH:23]=1)[CH3:14]. The yield is 0.530. (8) The reactants are [C:1]([O:5][C:6](=[O:18])[NH:7][C:8]1[C:13]([Br:14])=[CH:12][C:11]([N+:15]([O-])=O)=[CH:10][N:9]=1)([CH3:4])([CH3:3])[CH3:2].[Sn](Cl)(Cl)(Cl)Cl. The catalyst is CCO. The product is [C:1]([O:5][C:6](=[O:18])[NH:7][C:8]1[C:13]([Br:14])=[CH:12][C:11]([NH2:15])=[CH:10][N:9]=1)([CH3:4])([CH3:2])[CH3:3]. The yield is 0.940. (9) The reactants are [Cl:1][C:2]1[NH:3][CH:4]=[C:5]([N+:7]([O-:9])=[O:8])[N:6]=1.[CH3:10][C@:11]1([CH2:14][N:15]2[CH2:20][CH2:19][N:18]([C:21]([O:23][C:24]([CH3:27])([CH3:26])[CH3:25])=[O:22])[CH2:17][CH2:16]2)[CH2:13][O:12]1.C(=O)([O-])O.[Na+]. The catalyst is C(O)C. The product is [Cl:1][C:2]1[N:3]([CH2:13][C@:11]([OH:12])([CH3:10])[CH2:14][N:15]2[CH2:20][CH2:19][N:18]([C:21]([O:23][C:24]([CH3:27])([CH3:26])[CH3:25])=[O:22])[CH2:17][CH2:16]2)[CH:4]=[C:5]([N+:7]([O-:9])=[O:8])[N:6]=1. The yield is 0.450. (10) The reactants are [Si:1]([O:8][C@@H:9]1[C@H:13]([CH2:14][O:15][Si](C(C)(C)C)(C)C)[CH2:12][C@@H:11]([N:23]2[C:27]3[N:28]=[CH:29][N:30]=[C:31]([NH:32][CH2:33][CH:34]4[CH2:36][CH2:35]4)[C:26]=3[CH:25]=[CH:24]2)[CH2:10]1)([C:4]([CH3:7])([CH3:6])[CH3:5])([CH3:3])[CH3:2]. The catalyst is C1COCC1.N1C=CC=CC=1.F.N1C=CC=CC=1. The product is [Si:1]([O:8][C@H:9]1[CH2:10][C@H:11]([N:23]2[C:27]3[N:28]=[CH:29][N:30]=[C:31]([NH:32][CH2:33][CH:34]4[CH2:36][CH2:35]4)[C:26]=3[CH:25]=[CH:24]2)[CH2:12][C@H:13]1[CH2:14][OH:15])([C:4]([CH3:7])([CH3:6])[CH3:5])([CH3:3])[CH3:2]. The yield is 0.500.